From a dataset of Forward reaction prediction with 1.9M reactions from USPTO patents (1976-2016). Predict the product of the given reaction. (1) The product is: [C:15]([O:14][C:12](=[O:13])[NH:11][C@H:7]([C:8](=[O:10])[NH:62][C:59]1([C:54]2[N:55]=[CH:56][CH:57]=[CH:58][N:53]=2)[CH2:61][CH2:60]1)[C@H:6]([O:5][C:1]([CH3:2])([CH3:3])[CH3:4])[CH3:19])([CH3:18])([CH3:17])[CH3:16]. Given the reactants [C:1]([O:5][C@H:6]([CH3:19])[C@H:7]([NH:11][C:12]([O:14][C:15]([CH3:18])([CH3:17])[CH3:16])=[O:13])[C:8]([OH:10])=O)([CH3:4])([CH3:3])[CH3:2].CN(C(ON1N=NC2C=CC=NC1=2)=[N+](C)C)C.F[P-](F)(F)(F)(F)F.CCN(CC)CC.Cl.Cl.[N:53]1[CH:58]=[CH:57][CH:56]=[N:55][C:54]=1[C:59]1([NH2:62])[CH2:61][CH2:60]1, predict the reaction product. (2) The product is: [C:44]([OH:50])([C:46]([F:49])([F:48])[F:47])=[O:45].[NH2:30][C@H:25]1[CH2:26][CH2:27][CH2:28][CH2:29][C@H:24]1[NH:23][C:10]1[N:11]=[C:12]([C:16]2[CH:17]=[N:18][N:19]([CH3:22])[C:20]=2[CH3:21])[C:13]2[C:14](=[O:15])[NH:6][CH2:7][C:8]=2[N:9]=1. Given the reactants COC1C=C(OC)C=CC=1C[N:6]1[C:14](=[O:15])[C:13]2[C:12]([C:16]3[CH:17]=[N:18][N:19]([CH3:22])[C:20]=3[CH3:21])=[N:11][C:10]([NH:23][C@@H:24]3[CH2:29][CH2:28][CH2:27][CH2:26][C@@H:25]3[NH:30]C(=O)OC(C)(C)C)=[N:9][C:8]=2[CH2:7]1.[C:44]([OH:50])([C:46]([F:49])([F:48])[F:47])=[O:45], predict the reaction product. (3) The product is: [C:34]([O-:44])(=[O:43])[C@H:35]([C:37]1[CH:42]=[CH:41][CH:40]=[CH:39][CH:38]=1)[OH:36].[NH2:21][CH2:20][C@@H:4]1[O:3][C:2](=[O:1])[N:6]([C:7]2[CH:12]=[CH:11][C:10]([N:13]3[CH2:18][CH2:17][O:16][CH2:15][C:14]3=[O:19])=[CH:9][CH:8]=2)[CH2:5]1. Given the reactants [O:1]=[C:2]1[N:6]([C:7]2[CH:12]=[CH:11][C:10]([N:13]3[CH2:18][CH2:17][O:16][CH2:15][C:14]3=[O:19])=[CH:9][CH:8]=2)[CH2:5][C@H:4]([CH2:20][N:21]2C(=O)C3C(=CC=CC=3)C2=O)[O:3]1.CN.[C:34]([OH:44])(=[O:43])[CH:35]([C:37]1[CH:42]=[CH:41][CH:40]=[CH:39][CH:38]=1)[OH:36], predict the reaction product. (4) Given the reactants C(O)(C(F)(F)F)=O.[CH3:8][O:9][C:10]([C:12]1[CH:17]=[C:16]([N:18]2[CH2:23][CH2:22][N:21](C(OC(C)(C)C)=O)[C@H:20]([CH3:31])[CH2:19]2)[N:15]=[C:14]([C:32]2[CH:37]=[CH:36][N:35]=[C:34]([NH:38][CH:39]3[CH2:44][CH2:43][CH2:42][CH2:41][CH2:40]3)[CH:33]=2)[CH:13]=1)=[O:11], predict the reaction product. The product is: [CH3:8][O:9][C:10]([C:12]1[CH:17]=[C:16]([N:18]2[CH2:23][CH2:22][NH:21][C@H:20]([CH3:31])[CH2:19]2)[N:15]=[C:14]([C:32]2[CH:37]=[CH:36][N:35]=[C:34]([NH:38][CH:39]3[CH2:44][CH2:43][CH2:42][CH2:41][CH2:40]3)[CH:33]=2)[CH:13]=1)=[O:11]. (5) Given the reactants ClC1C(C(O)=O)=CC(C)=C2C=1C=CN2.[Cl:15][C:16]1[C:24]2[C:19](=[CH:20][CH:21]=[C:22]([C:26]([O:28]C)=[O:27])[C:23]=2[Cl:25])[NH:18][CH:17]=1, predict the reaction product. The product is: [Cl:15][C:16]1[C:24]2[C:19](=[CH:20][CH:21]=[C:22]([C:26]([OH:28])=[O:27])[C:23]=2[Cl:25])[NH:18][CH:17]=1. (6) Given the reactants [F:1][C:2]([F:31])([F:30])[C:3]([C:9]1[CH:29]=[CH:28][C:12]([CH2:13][N:14]2[CH2:19][CH2:18][N:17](C(OC(C)(C)C)=O)[CH2:16][C:15]2=[O:27])=[CH:11][CH:10]=1)([OH:8])[C:4]([F:7])([F:6])[F:5].FC(F)(F)C(O)=O, predict the reaction product. The product is: [F:30][C:2]([F:1])([F:31])[C:3]([C:9]1[CH:10]=[CH:11][C:12]([CH2:13][N:14]2[CH2:19][CH2:18][NH:17][CH2:16][C:15]2=[O:27])=[CH:28][CH:29]=1)([OH:8])[C:4]([F:7])([F:6])[F:5]. (7) Given the reactants [C:1]([OH:6])(=[O:5])[C:2]([CH3:4])=[CH2:3].C(C1C=C(C)C=C(C(C)(C)C)C=1O)(C)(C)C.C(N(CC)CC)C.[C:30]([Si:36]([CH:41]([CH3:43])[CH3:42])([CH:38]([CH3:40])[CH3:39])Cl)([CH:33]([CH3:35])[CH3:34])([CH3:32])[CH3:31], predict the reaction product. The product is: [C:1]([O:6][Si:36]([C:30]([CH:33]([CH3:35])[CH3:34])([CH3:32])[CH3:31])([CH:41]([CH3:42])[CH3:43])[CH:38]([CH3:39])[CH3:40])(=[O:5])[C:2]([CH3:4])=[CH2:3]. (8) Given the reactants [OH:1][C:2]1[CH:3]=[C:4]([C:8]([C:10]2[CH:15]=[CH:14][CH:13]=[CH:12][CH:11]=2)=[O:9])[CH:5]=[CH:6][CH:7]=1.CC(C)([O-])C.[K+].Cl[CH2:23][O:24][CH2:25][CH2:26][Si:27]([CH3:30])([CH3:29])[CH3:28], predict the reaction product. The product is: [C:10]1([C:8]([C:4]2[CH:5]=[CH:6][CH:7]=[C:2]([O:1][CH2:23][O:24][CH2:25][CH2:26][Si:27]([CH3:30])([CH3:29])[CH3:28])[CH:3]=2)=[O:9])[CH:15]=[CH:14][CH:13]=[CH:12][CH:11]=1.